From a dataset of Reaction yield outcomes from USPTO patents with 853,638 reactions. Predict the reaction yield, written as a fraction of the theoretical maximum amount of product (1.0 means a 100% yield; for example, 0.34 means a 34% yield). (1) The reactants are C(OC(=O)[NH:7][C:8]([C:10]1[S:11][C:12]([S:61][CH3:62])=[C:13]([S:15]([C:18]2[CH:19]=[C:20]([C:24]3[C:29]([CH3:30])=[CH:28][C:27]([NH:31][C:32]([NH:41]C(OC(C)(C)C)=O)=[N:33]C(OC(C)(C)C)=O)=[CH:26][C:25]=3[NH:49][C:50]([NH:52][CH2:53][CH2:54][CH2:55][CH2:56][S:57]([CH3:60])(=[O:59])=[O:58])=[O:51])[CH:21]=[CH:22][CH:23]=2)(=[O:17])=[O:16])[CH:14]=1)=[NH:9])(C)(C)C.[F:64][C:65]([F:70])([F:69])[C:66]([OH:68])=[O:67]. The catalyst is C(Cl)Cl. The product is [F:64][C:65]([F:70])([F:69])[C:66]([OH:68])=[O:67].[NH:31]([C:27]1[CH:28]=[C:29]([CH3:30])[C:24]([C:20]2[CH:21]=[CH:22][CH:23]=[C:18]([S:15]([C:13]3[CH:14]=[C:10]([C:8]([NH2:9])=[NH:7])[S:11][C:12]=3[S:61][CH3:62])(=[O:16])=[O:17])[CH:19]=2)=[C:25]([NH:49][C:50]([NH:52][CH2:53][CH2:54][CH2:55][CH2:56][S:57]([CH3:60])(=[O:59])=[O:58])=[O:51])[CH:26]=1)[C:32]([NH2:41])=[NH:33]. The yield is 0.620. (2) The reactants are [NH2:1][C:2]1[CH:7]=[CH:6][CH:5]=[CH:4][CH:3]=1.Br[C:9]1[CH:10]=[C:11]2[C:15](=[CH:16][CH:17]=1)[N:14]([CH:18]1[CH2:23][CH2:22][CH2:21][CH2:20][O:19]1)[N:13]=[C:12]2[C:24]1[N:29]=[C:28]([O:30][C@H:31]2[CH2:38][N:37]([C:39]([O:41][C:42]([CH3:45])([CH3:44])[CH3:43])=[O:40])[CH2:36][CH2:35][C:32]32[CH2:34][CH2:33]3)[CH:27]=[N:26][CH:25]=1.C[Si]([N-][Si](C)(C)C)(C)C.[Li+]. The catalyst is C1COCC1.C1(P(C2CCCCC2)C2C(OC)=CC=C(OC)C=2C2C(OC(C)C)=CC(OC(C)C)=CC=2OC(C)C)CCCCC1. The product is [C:2]1([NH:1][C:9]2[CH:10]=[C:11]3[C:15](=[CH:16][CH:17]=2)[N:14]([CH:18]2[CH2:23][CH2:22][CH2:21][CH2:20][O:19]2)[N:13]=[C:12]3[C:24]2[N:29]=[C:28]([O:30][C@H:31]3[CH2:38][N:37]([C:39]([O:41][C:42]([CH3:45])([CH3:44])[CH3:43])=[O:40])[CH2:36][CH2:35][C:32]43[CH2:34][CH2:33]4)[CH:27]=[N:26][CH:25]=2)[CH:7]=[CH:6][CH:5]=[CH:4][CH:3]=1. The yield is 0.598.